From a dataset of Peptide-MHC class II binding affinity with 134,281 pairs from IEDB. Regression. Given a peptide amino acid sequence and an MHC pseudo amino acid sequence, predict their binding affinity value. This is MHC class II binding data. The peptide sequence is GELQIVLKIDAAFKI. The MHC is DRB3_0202 with pseudo-sequence DRB3_0202. The binding affinity (normalized) is 0.254.